Dataset: TCR-epitope binding with 47,182 pairs between 192 epitopes and 23,139 TCRs. Task: Binary Classification. Given a T-cell receptor sequence (or CDR3 region) and an epitope sequence, predict whether binding occurs between them. (1) The epitope is GILGFVFTL. The TCR CDR3 sequence is CASVPYGYEQYF. Result: 1 (the TCR binds to the epitope). (2) The epitope is FLRGRAYGL. The TCR CDR3 sequence is CASSIGQAYEQYF. Result: 1 (the TCR binds to the epitope). (3) The epitope is GILGFVFTL. Result: 1 (the TCR binds to the epitope). The TCR CDR3 sequence is CASSNPGTSTEDTQYF. (4) The epitope is LQPFPQPELPYPQPQ. The TCR CDR3 sequence is CASSSIWTGEEAFF. Result: 0 (the TCR does not bind to the epitope).